This data is from Full USPTO retrosynthesis dataset with 1.9M reactions from patents (1976-2016). The task is: Predict the reactants needed to synthesize the given product. (1) Given the product [C:1]12([O:11][CH2:27][C:26]([CH3:30])([CH2:28][OH:29])[CH2:24][OH:25])[CH2:8][CH:7]3[CH2:6][CH:5]([CH2:4][CH:3]([CH2:9]3)[CH2:2]1)[CH2:10]2, predict the reactants needed to synthesize it. The reactants are: [C:1]12([OH:11])[CH2:10][CH:5]3[CH2:6][CH:7]([CH2:9][CH:3]([CH2:4]3)[CH2:2]1)[CH2:8]2.C(N(CC)CC)C.CS(Cl)(=O)=O.[CH2:24]([C:26]([CH2:30]O)([CH2:28][OH:29])[CH3:27])[OH:25]. (2) Given the product [Br:1][C:2]1[CH:3]=[C:4]([C:5]2[O:6][CH:24]=[N:23][CH:22]=2)[CH:7]=[C:8]([N+:10]([O-:12])=[O:11])[CH:9]=1, predict the reactants needed to synthesize it. The reactants are: [Br:1][C:2]1[CH:3]=[C:4]([CH:7]=[C:8]([N+:10]([O-:12])=[O:11])[CH:9]=1)[CH:5]=[O:6].C1(C)C=CC(S([CH2:22][N+:23]#[C-:24])(=O)=O)=CC=1.C(=O)([O-])[O-].[K+].[K+]. (3) Given the product [CH3:9][O:10][CH:11]([O:14][CH3:15])[CH2:12][NH:8][CH:1]1[CH2:7][CH2:6][CH2:5][CH2:4][CH2:3][CH2:2]1, predict the reactants needed to synthesize it. The reactants are: [CH:1]1([NH2:8])[CH2:7][CH2:6][CH2:5][CH2:4][CH2:3][CH2:2]1.[CH3:9][O:10][CH:11]([O:14][CH3:15])[CH:12]=O.